From a dataset of Forward reaction prediction with 1.9M reactions from USPTO patents (1976-2016). Predict the product of the given reaction. (1) Given the reactants [F:1][C:2]([F:18])([C:9]([F:17])([F:16])[C:10]([F:15])([F:14])[CH:11]([F:13])[F:12])[CH2:3][CH:4]([C:7]#[N:8])[C:5]#[N:6].FC(F)(F)S(O[CH2:25][C:26]([F:31])([F:30])[CH:27]([F:29])[F:28])(=O)=O.C(=O)([O-])[O-].[K+].[K+].Cl, predict the reaction product. The product is: [F:1][C:2]([F:18])([C:9]([F:16])([F:17])[C:10]([F:14])([F:15])[CH:11]([F:13])[F:12])[CH2:3][C:4]([CH2:25][C:26]([F:31])([F:30])[CH:27]([F:29])[F:28])([C:7]#[N:8])[C:5]#[N:6]. (2) Given the reactants [Br:1][C:2]1[CH:11]=[C:10]2[C:5]([C:6]([NH:15][CH2:16][CH2:17][CH2:18][CH2:19][CH2:20]O)=[C:7]([N+:12]([O-:14])=[O:13])[CH:8]=[N:9]2)=[CH:4][CH:3]=1.S(Cl)([Cl:24])=O.C(=O)(O)[O-].[Na+].O, predict the reaction product. The product is: [Br:1][C:2]1[CH:11]=[C:10]2[C:5]([C:6]([NH:15][CH2:16][CH2:17][CH2:18][CH2:19][CH2:20][Cl:24])=[C:7]([N+:12]([O-:14])=[O:13])[CH:8]=[N:9]2)=[CH:4][CH:3]=1. (3) The product is: [CH3:30][O:29][C:20]1[CH:21]=[CH:22][C:23]2[C:24](=[O:28])[CH2:25][O:26][C:27]=2[C:19]=1[C:4]#[C:3][CH2:2][CH2:1][CH:5]1[CH2:6][CH2:7][N:8]([C:11]([O:13][C:14]([CH3:17])([CH3:16])[CH3:15])=[O:12])[CH2:9][CH2:10]1. Given the reactants [CH2:1]([CH:5]1[CH2:10][CH2:9][N:8]([C:11]([O:13][C:14]([CH3:17])([CH3:16])[CH3:15])=[O:12])[CH2:7][CH2:6]1)[CH2:2][C:3]#[CH:4].I[C:19]1[C:27]2[O:26][CH2:25][C:24](=[O:28])[C:23]=2[CH:22]=[CH:21][C:20]=1[O:29][CH3:30], predict the reaction product. (4) The product is: [CH2:12]([O:19][C:20]1[CH:25]=[CH:24][C:23]([C:2]2[CH:11]=[CH:10][CH:9]=[C:8]3[C:3]=2[CH:4]=[CH:5][N:6]=[CH:7]3)=[CH:22][CH:21]=1)[C:13]1[CH:18]=[CH:17][CH:16]=[CH:15][CH:14]=1. Given the reactants Br[C:2]1[CH:11]=[CH:10][CH:9]=[C:8]2[C:3]=1[CH:4]=[CH:5][N:6]=[CH:7]2.[CH2:12]([O:19][C:20]1[CH:25]=[CH:24][C:23](B(O)O)=[CH:22][CH:21]=1)[C:13]1[CH:18]=[CH:17][CH:16]=[CH:15][CH:14]=1, predict the reaction product. (5) Given the reactants C([O-])([O-])=O.[Cs+].[Cs+].[Br:7][C:8]1[N:9]=[C:10]([CH:13]([C:15]2[CH:24]=[CH:23][C:18]3[NH:19][C:20](=[O:22])[S:21][C:17]=3[CH:16]=2)[CH3:14])[S:11][CH:12]=1.[CH3:25][O:26][CH2:27]Cl, predict the reaction product. The product is: [Br:7][C:8]1[N:9]=[C:10]([CH:13]([C:15]2[CH:24]=[CH:23][C:18]3[N:19]([CH2:25][O:26][CH3:27])[C:20](=[O:22])[S:21][C:17]=3[CH:16]=2)[CH3:14])[S:11][CH:12]=1. (6) Given the reactants [CH:1]([C:4]1[C:8]([C:9]([O:11]CC)=O)=[CH:7][NH:6][N:5]=1)([CH3:3])[CH3:2].[H-].[Na+].Cl[C:17]1[CH:22]=[CH:21][C:20]([Cl:23])=[CH:19][N:18]=1.[Cl-].[NH4+], predict the reaction product. The product is: [Cl:23][C:20]1[CH:21]=[CH:22][C:17]([N:6]2[CH:7]=[C:8]([CH2:9][OH:11])[C:4]([CH:1]([CH3:2])[CH3:3])=[N:5]2)=[N:18][CH:19]=1. (7) Given the reactants [F:1][C:2]1[CH:7]=[CH:6][C:5]([F:8])=[CH:4][C:3]=1[C@H:9]1[CH2:13][C@H:12]([F:14])[CH2:11][N:10]1[C:15]1[CH:20]=[CH:19][N:18]2[N:21]=[CH:22][C:23]([C:24](O)=[O:25])=[C:17]2[N:16]=1.Cl.[C:28]([NH:34][NH2:35])(=[O:33])[C:29]([CH3:32])([CH3:31])[CH3:30].CCN(C(C)C)C(C)C.CN(C(ON1N=NC2C=CC=NC1=2)=[N+](C)C)C.F[P-](F)(F)(F)(F)F, predict the reaction product. The product is: [F:1][C:2]1[CH:7]=[CH:6][C:5]([F:8])=[CH:4][C:3]=1[C@H:9]1[CH2:13][C@H:12]([F:14])[CH2:11][N:10]1[C:15]1[CH:20]=[CH:19][N:18]2[N:21]=[CH:22][C:23]([C:24]([NH:35][NH:34][C:28](=[O:33])[C:29]([CH3:32])([CH3:31])[CH3:30])=[O:25])=[C:17]2[N:16]=1.